This data is from Merck oncology drug combination screen with 23,052 pairs across 39 cell lines. The task is: Regression. Given two drug SMILES strings and cell line genomic features, predict the synergy score measuring deviation from expected non-interaction effect. (1) Drug 1: O=C(O)C1(Cc2cccc(Nc3nccs3)n2)CCC(Oc2cccc(Cl)c2F)CC1. Drug 2: NC1(c2ccc(-c3nc4ccn5c(=O)[nH]nc5c4cc3-c3ccccc3)cc2)CCC1. Cell line: KPL1. Synergy scores: synergy=38.1. (2) Drug 1: O=C(CCCCCCC(=O)Nc1ccccc1)NO. Drug 2: O=C(O)C1(Cc2cccc(Nc3nccs3)n2)CCC(Oc2cccc(Cl)c2F)CC1. Cell line: HT29. Synergy scores: synergy=19.4. (3) Drug 1: O=C(CCCCCCC(=O)Nc1ccccc1)NO. Drug 2: C=CCn1c(=O)c2cnc(Nc3ccc(N4CCN(C)CC4)cc3)nc2n1-c1cccc(C(C)(C)O)n1. Cell line: MSTO. Synergy scores: synergy=20.9. (4) Drug 1: CC1(c2nc3c(C(N)=O)cccc3[nH]2)CCCN1. Drug 2: CCc1cnn2c(NCc3ccc[n+]([O-])c3)cc(N3CCCCC3CCO)nc12. Cell line: LOVO. Synergy scores: synergy=5.17. (5) Drug 1: N.N.O=C(O)C1(C(=O)O)CCC1.[Pt]. Drug 2: O=C(O)C1(Cc2cccc(Nc3nccs3)n2)CCC(Oc2cccc(Cl)c2F)CC1. Cell line: HCT116. Synergy scores: synergy=4.85. (6) Drug 1: C=CCn1c(=O)c2cnc(Nc3ccc(N4CCN(C)CC4)cc3)nc2n1-c1cccc(C(C)(C)O)n1. Drug 2: NC(=O)c1cccc2cn(-c3ccc(C4CCCNC4)cc3)nc12. Cell line: NCIH2122. Synergy scores: synergy=25.1. (7) Drug 1: CCN(CC)CCNC(=O)c1c(C)[nH]c(C=C2C(=O)Nc3ccc(F)cc32)c1C. Drug 2: NC1(c2ccc(-c3nc4ccn5c(=O)[nH]nc5c4cc3-c3ccccc3)cc2)CCC1. Cell line: VCAP. Synergy scores: synergy=21.2.